This data is from Reaction yield outcomes from USPTO patents with 853,638 reactions. The task is: Predict the reaction yield, written as a fraction of the theoretical maximum amount of product (1.0 means a 100% yield; for example, 0.34 means a 34% yield). (1) The reactants are [C:1]([O:4][CH2:5][C@@H:6]([OH:23])[C@@H:7]([NH:15][C:16]([O:18][C:19]([CH3:22])([CH3:21])[CH3:20])=[O:17])[CH2:8][C:9]1[CH:14]=[CH:13][CH:12]=[CH:11][CH:10]=1)(=[O:3])[CH3:2].[CH3:24][S:25](Cl)(=[O:27])=[O:26].N1C=CC=CC=1. The catalyst is C(OCC)(=O)C. The product is [C:1]([O:4][CH2:5][C@@H:6]([O:23][S:25]([CH3:24])(=[O:27])=[O:26])[C@@H:7]([NH:15][C:16]([O:18][C:19]([CH3:22])([CH3:21])[CH3:20])=[O:17])[CH2:8][C:9]1[CH:10]=[CH:11][CH:12]=[CH:13][CH:14]=1)(=[O:3])[CH3:2]. The yield is 0.980. (2) The reactants are [CH2:1]([O:8][C:9]1[CH:14]=[CH:13][C:12]([CH2:15][C:16]([O:18]CC)=[O:17])=[CH:11][CH:10]=1)[C:2]1[CH:7]=[CH:6][CH:5]=[CH:4][CH:3]=1.[OH-].[K+]. The catalyst is CCO.O. The product is [CH2:1]([O:8][C:9]1[CH:10]=[CH:11][C:12]([CH2:15][C:16]([OH:18])=[O:17])=[CH:13][CH:14]=1)[C:2]1[CH:3]=[CH:4][CH:5]=[CH:6][CH:7]=1. The yield is 0.980. (3) The reactants are [CH2:1]([O:4][C:5]1[C:13]([Br:14])=[CH:12][C:8]([C:9]([OH:11])=[O:10])=[C:7]([Cl:15])[CH:6]=1)[CH:2]=[CH2:3].O=S(Cl)Cl.[CH3:20]O. No catalyst specified. The product is [CH2:1]([O:4][C:5]1[C:13]([Br:14])=[CH:12][C:8]([C:9]([O:11][CH3:20])=[O:10])=[C:7]([Cl:15])[CH:6]=1)[CH:2]=[CH2:3]. The yield is 0.990. (4) The reactants are [CH2:1]([C:8]1[CH:15]=[CH:14][C:11](C=O)=[C:10]([B:16]2[O:20][C:19](C)(C)C(C)(C)[O:17]2)[CH:9]=1)[C:2]1[CH:7]=[CH:6][CH:5]=[CH:4][CH:3]=1.[BH4-].[Na+]. The catalyst is CO.C1COCC1. The product is [CH2:1]([C:8]1[CH:15]=[CH:14][C:11]2[CH2:19][O:20][B:16]([OH:17])[C:10]=2[CH:9]=1)[C:2]1[CH:3]=[CH:4][CH:5]=[CH:6][CH:7]=1. The yield is 0.680. (5) The reactants are [OH:1][CH:2]1[CH2:5][N:4]([C:6]2[S:7][CH:8]=[C:9]([CH2:11][NH:12][C:13]([C:15]3[S:16][CH:17]=[CH:18][CH:19]=3)=[O:14])[N:10]=2)[CH2:3]1.[CH3:20][S:21](Cl)(=[O:23])=[O:22].C(N(CC)CC)C. The catalyst is C(Cl)Cl. The product is [CH3:20][S:21]([O:1][CH:2]1[CH2:5][N:4]([C:6]2[S:7][CH:8]=[C:9]([CH2:11][NH:12][C:13]([C:15]3[S:16][CH:17]=[CH:18][CH:19]=3)=[O:14])[N:10]=2)[CH2:3]1)(=[O:23])=[O:22]. The yield is 0.910. (6) The reactants are [CH2:1]([O:3][C:4]1[NH:9][C:8](=[O:10])[CH:7]=[C:6]([CH3:11])[N:5]=1)[CH3:2].Br[CH2:13][C:14]1[CH:19]=[CH:18][C:17]([C:20]2[C:21]([C:26]#[N:27])=[CH:22][CH:23]=[CH:24][CH:25]=2)=[CH:16][CH:15]=1.C(=O)([O-])[O-].[K+].[K+]. The catalyst is C(#N)C. The product is [CH2:1]([O:3][C:4]1[N:9]([CH2:13][C:14]2[CH:15]=[CH:16][C:17]([C:20]3[C:21]([C:26]#[N:27])=[CH:22][CH:23]=[CH:24][CH:25]=3)=[CH:18][CH:19]=2)[C:8](=[O:10])[CH:7]=[C:6]([CH3:11])[N:5]=1)[CH3:2]. The yield is 0.560. (7) The yield is 0.800. The catalyst is C1COCC1. The product is [F:28][C:27]([F:30])([F:29])[S:24]([O:16][C:13]1[CH2:12][CH2:11][N:10]([CH3:9])[CH2:15][CH:14]=1)(=[O:26])=[O:25]. The reactants are [Li+].CC([N-]C(C)C)C.[CH3:9][N:10]1[CH2:15][CH2:14][C:13](=[O:16])[CH2:12][CH2:11]1.C1(N([S:24]([C:27]([F:30])([F:29])[F:28])(=[O:26])=[O:25])[S:24]([C:27]([F:30])([F:29])[F:28])(=[O:26])=[O:25])C=CC=CC=1.O.